This data is from Forward reaction prediction with 1.9M reactions from USPTO patents (1976-2016). The task is: Predict the product of the given reaction. (1) Given the reactants Cl.[N:2]1([CH2:6][CH2:7][N:8]2[CH:12]=[C:11]([C:13]3[CH:18]=[CH:17][C:16]([F:19])=[C:15]([CH3:20])[CH:14]=3)[N:10]=[C:9]2[CH:21]2[CH2:26][CH2:25][NH:24][CH2:23][CH2:22]2)[CH2:5][CH2:4][CH2:3]1.[Cl:27][C:28]1[C:29]([NH2:35])=[N:30][CH:31]=[N:32][C:33]=1Cl, predict the reaction product. The product is: [N:2]1([CH2:6][CH2:7][N:8]2[CH:12]=[C:11]([C:13]3[CH:18]=[CH:17][C:16]([F:19])=[C:15]([CH3:20])[CH:14]=3)[N:10]=[C:9]2[CH:21]2[CH2:22][CH2:23][N:24]([C:33]3[N:32]=[CH:31][N:30]=[C:29]([NH2:35])[C:28]=3[Cl:27])[CH2:25][CH2:26]2)[CH2:3][CH2:4][CH2:5]1. (2) Given the reactants Cl[C:2]1[C:11]([C@@H:12]([N:14]2[C:22](=[O:23])[C:21]3[C:16](=[CH:17][CH:18]=[CH:19][CH:20]=3)[C:15]2=[O:24])[CH3:13])=[CH:10][C:9]2[C:4](=[C:5]([Cl:25])[CH:6]=[CH:7][CH:8]=2)[N:3]=1.C([Sn](CCCC)(CCCC)[C:31]1[CH:36]=[CH:35][CH:34]=[CH:33][N:32]=1)CCC, predict the reaction product. The product is: [Cl:25][C:5]1[CH:6]=[CH:7][CH:8]=[C:9]2[C:4]=1[N:3]=[C:2]([C:31]1[CH:36]=[CH:35][CH:34]=[CH:33][N:32]=1)[C:11]([C@@H:12]([N:14]1[C:22](=[O:23])[C:21]3[C:16](=[CH:17][CH:18]=[CH:19][CH:20]=3)[C:15]1=[O:24])[CH3:13])=[CH:10]2. (3) Given the reactants Br[C:2]1[C:10]2[C:5](=[N:6][CH:7]=[CH:8][C:9]=2[N+:11]([O-:13])=[O:12])[N:4]([CH2:14][O:15][CH2:16][CH2:17][Si:18]([CH3:21])([CH3:20])[CH3:19])[CH:3]=1.[CH3:22]B1OB(C)OB(C)O1.C(=O)([O-])[O-].[K+].[K+], predict the reaction product. The product is: [CH3:22][C:2]1[C:10]2[C:5](=[N:6][CH:7]=[CH:8][C:9]=2[N+:11]([O-:13])=[O:12])[N:4]([CH2:14][O:15][CH2:16][CH2:17][Si:18]([CH3:21])([CH3:20])[CH3:19])[CH:3]=1. (4) Given the reactants N1C=CC=CC=1.ClC(Cl)(O[C:11](=[O:17])OC(Cl)(Cl)Cl)Cl.[CH3:19][C@H:20]1[CH2:25][CH2:24][CH2:23][C@@H:22]([CH3:26])[NH:21]1.C[C@H]1CCC[C@@H](C)N1.C(Cl)(=O)N.CCN(C(C)C)C(C)C.[F:48][C:49]1[CH:50]=[CH:51][C:52]([NH:55][NH2:56])=[N:53][CH:54]=1, predict the reaction product. The product is: [F:48][C:49]1[CH:50]=[CH:51][C:52]([N:55]([C:11]([N:21]2[C@H:22]([CH3:26])[CH2:23][CH2:24][CH2:25][C@@H:20]2[CH3:19])=[O:17])[NH2:56])=[N:53][CH:54]=1.